The task is: Predict the reactants needed to synthesize the given product.. This data is from Full USPTO retrosynthesis dataset with 1.9M reactions from patents (1976-2016). (1) Given the product [C:1]([NH:5][CH2:6][CH:7]([OH:43])[CH2:8][O:9][C:10]1[CH:19]=[C:18]2[C:13]([C:14](=[O:42])[CH:15]=[C:16]([C:20]3[CH:25]=[CH:24][C:23]([OH:26])=[C:22]([OH:34])[CH:21]=3)[O:17]2)=[CH:12][CH:11]=1)([CH3:4])([CH3:2])[CH3:3], predict the reactants needed to synthesize it. The reactants are: [C:1]([NH:5][CH2:6][CH:7]([OH:43])[CH2:8][O:9][C:10]1[CH:19]=[C:18]2[C:13]([C:14](=[O:42])[CH:15]=[C:16]([C:20]3[CH:25]=[CH:24][C:23]([O:26]CC4C=CC=CC=4)=[C:22]([O:34]CC4C=CC=CC=4)[CH:21]=3)[O:17]2)=[CH:12][CH:11]=1)([CH3:4])([CH3:3])[CH3:2]. (2) Given the product [Cl:8][C:4]1[N:3]=[C:2]([NH:13][CH:9]2[CH2:12][CH2:11][CH2:10]2)[CH:7]=[N:6][CH:5]=1, predict the reactants needed to synthesize it. The reactants are: Cl[C:2]1[CH:7]=[N:6][CH:5]=[C:4]([Cl:8])[N:3]=1.[CH:9]1([NH2:13])[CH2:12][CH2:11][CH2:10]1.C(=O)([O-])[O-].[K+].[K+].O. (3) Given the product [C:24]([O:27][CH2:28][C:29]1[C:30]([N:38]2[CH2:49][CH2:48][N:47]3[C:40](=[CH:41][C:42]4[CH2:43][C:44]([CH3:51])([CH3:50])[CH2:45][C:46]=43)[C:39]2=[O:52])=[N:31][CH:32]=[CH:33][C:34]=1[C:2]1[CH:3]=[C:4]([NH:10][C:11]2[CH:16]=[CH:15][C:14]([CH:17]3[CH2:22][CH2:21][N:20]([CH3:23])[CH2:19][CH2:18]3)=[CH:13][N:12]=2)[C:5](=[O:9])[N:6]([CH3:8])[CH:7]=1)(=[O:26])[CH3:25], predict the reactants needed to synthesize it. The reactants are: Br[C:2]1[CH:3]=[C:4]([NH:10][C:11]2[CH:16]=[CH:15][C:14]([CH:17]3[CH2:22][CH2:21][N:20]([CH3:23])[CH2:19][CH2:18]3)=[CH:13][N:12]=2)[C:5](=[O:9])[N:6]([CH3:8])[CH:7]=1.[C:24]([O:27][CH2:28][C:29]1[C:30]([N:38]2[CH2:49][CH2:48][N:47]3[C:40](=[CH:41][C:42]4[CH2:43][C:44]([CH3:51])([CH3:50])[CH2:45][C:46]=43)[C:39]2=[O:52])=[N:31][CH:32]=[CH:33][C:34]=1B(O)O)(=[O:26])[CH3:25].[O-]P([O-])([O-])=O.[K+].[K+].[K+].O.O.O.C([O-])(=O)C.[Na+]. (4) Given the product [CH2:11]([O:10][C:8](=[O:9])[CH2:7][CH:31]1[O:32][B:28]([OH:29])[C:22]2[CH:21]=[C:20]([OH:19])[CH:27]=[CH:26][C:23]1=2)[CH3:12], predict the reactants needed to synthesize it. The reactants are: C[Si](Cl)(C)C.Br[CH2:7][C:8]([O:10][CH2:11][CH3:12])=[O:9].O1CCCCC1[O:19][C:20]1[CH:27]=[CH:26][C:23](C=O)=[C:22]([B:28]2[O:32][C:31](C)(C)C(C)(C)[O:29]2)[CH:21]=1.Cl.